This data is from Reaction yield outcomes from USPTO patents with 853,638 reactions. The task is: Predict the reaction yield, written as a fraction of the theoretical maximum amount of product (1.0 means a 100% yield; for example, 0.34 means a 34% yield). (1) The reactants are C([O:3][C:4](=[O:32])/[C:5](/[O:29][CH2:30][CH3:31])=[CH:6]/[C:7]1[CH:12]=[CH:11][C:10]([O:13][CH2:14][CH2:15][C:16]2[N:17]=[C:18]([C:22]3[CH:27]=[CH:26][CH:25]=[CH:24][CH:23]=3)[O:19][C:20]=2[CH3:21])=[CH:9][C:8]=1[CH3:28])C.[Li+].[OH-]. The catalyst is C1COCC1.CO.O. The product is [CH2:30]([O:29]/[C:5](=[CH:6]\[C:7]1[CH:12]=[CH:11][C:10]([O:13][CH2:14][CH2:15][C:16]2[N:17]=[C:18]([C:22]3[CH:23]=[CH:24][CH:25]=[CH:26][CH:27]=3)[O:19][C:20]=2[CH3:21])=[CH:9][C:8]=1[CH3:28])/[C:4]([OH:32])=[O:3])[CH3:31]. The yield is 0.910. (2) The reactants are Cl[C:2]1[CH:11]=[CH:10][C:5]([C:6]([O:8][CH3:9])=[O:7])=[CH:4][N:3]=1.[NH:12]1[CH2:17][CH2:16][O:15][CH2:14][CH2:13]1. The catalyst is CO. The product is [N:12]1([C:2]2[CH:11]=[CH:10][C:5]([C:6]([O:8][CH3:9])=[O:7])=[CH:4][N:3]=2)[CH2:17][CH2:16][O:15][CH2:14][CH2:13]1. The yield is 0.790. (3) The reactants are Br[C:2]1[C:3]([O:12][CH2:13][CH3:14])=[N:4][CH:5]=[N:6][C:7]=1[C:8]([F:11])([F:10])[F:9].C([Li])CCC.[CH:20](OC)=[O:21].[Cl-].[NH4+]. The catalyst is C1COCC1.CCCCCC. The product is [CH2:13]([O:12][C:3]1[C:2]([CH:20]=[O:21])=[C:7]([C:8]([F:11])([F:10])[F:9])[N:6]=[CH:5][N:4]=1)[CH3:14]. The yield is 0.816.